Task: Predict the reactants needed to synthesize the given product.. Dataset: Full USPTO retrosynthesis dataset with 1.9M reactions from patents (1976-2016) (1) Given the product [F:1][C:2]1[N:3]=[C:4]([C:8]([OH:9])=[O:15])[CH:5]=[CH:6][CH:7]=1, predict the reactants needed to synthesize it. The reactants are: [F:1][C:2]1[CH:7]=[CH:6][CH:5]=[C:4]([CH3:8])[N:3]=1.[O-:9][Mn](=O)(=O)=O.[K+].[OH2:15]. (2) Given the product [C:22](=[O:23])([O:24][CH3:25])[O:13][C:6]1[CH:7]=[CH:8][C:9]([CH2:11][CH3:12])=[CH:10][C:5]=1[C:1]([CH3:4])([CH3:3])[CH3:2], predict the reactants needed to synthesize it. The reactants are: [C:1]([C:5]1[CH:10]=[C:9]([CH2:11][CH3:12])[CH:8]=[CH:7][C:6]=1[OH:13])([CH3:4])([CH3:3])[CH3:2].CCN(CC)CC.Cl[C:22]([O:24][CH3:25])=[O:23].O.